Task: Predict the reaction yield, written as a fraction of the theoretical maximum amount of product (1.0 means a 100% yield; for example, 0.34 means a 34% yield).. Dataset: Reaction yield outcomes from USPTO patents with 853,638 reactions The reactants are [CH3:1][O:2][C:3]1[CH:28]=[CH:27][C:6]([CH2:7][N:8]2[C:16](=O)[C:15]3[C:10](=[CH:11][CH:12]=[CH:13][C:14]=3[O:18][CH2:19][CH2:20][O:21][CH2:22][CH2:23][O:24][CH3:25])[C:9]2=O)=[CH:5][CH:4]=1.[H-].[Al+3].[Li+].[H-].[H-].[H-].C1COCC1. No catalyst specified. The product is [CH3:1][O:2][C:3]1[CH:4]=[CH:5][C:6]([CH2:7][N:8]2[CH2:16][C:15]3[C:10](=[CH:11][CH:12]=[CH:13][C:14]=3[O:18][CH2:19][CH2:20][O:21][CH2:22][CH2:23][O:24][CH3:25])[CH2:9]2)=[CH:27][CH:28]=1. The yield is 0.970.